From a dataset of Catalyst prediction with 721,799 reactions and 888 catalyst types from USPTO. Predict which catalyst facilitates the given reaction. (1) Reactant: [F:1][C:2]1([F:25])[CH2:7][CH2:6][CH:5]([CH2:8][C@H:9]2[CH2:14][C@@H:13]([C:15]3[O:19][NH:18][C:17](=[O:20])[CH:16]=3)[CH2:12][CH2:11][N:10]2[C:21]([O:23][CH3:24])=[O:22])[CH2:4][CH2:3]1.CCCCCCC.CC(O)C. Product: [F:25][C:2]1([F:1])[CH2:7][CH2:6][CH:5]([CH2:8][C@H:9]2[CH2:14][C@@H:13]([C:15]3[O:19][NH:18][C:17](=[O:20])[CH:16]=3)[CH2:12][CH2:11][N:10]2[C:21]([O:23][CH3:24])=[O:22])[CH2:4][CH2:3]1.[F:25][C:2]1([F:1])[CH2:7][CH2:6][CH:5]([CH2:8][C@@H:9]2[CH2:14][C@H:13]([C:15]3[O:19][NH:18][C:17](=[O:20])[CH:16]=3)[CH2:12][CH2:11][N:10]2[C:21]([O:23][CH3:24])=[O:22])[CH2:4][CH2:3]1. The catalyst class is: 10. (2) Reactant: [CH3:1][O:2][C:3](=[O:33])[C:4]1[CH:9]=[CH:8][CH:7]=[C:6]([C:10]2[CH:11]=[C:12]3[C:18]([C:19]4[CH:24]=[CH:23][CH:22]=[CH:21][C:20]=4[O:25][CH3:26])=[N:17][N:16](COCCOC)[C:13]3=[N:14][CH:15]=2)[CH:5]=1.B(F)(F)F.CCOCC. Product: [CH3:1][O:2][C:3](=[O:33])[C:4]1[CH:9]=[CH:8][CH:7]=[C:6]([C:10]2[CH:11]=[C:12]3[C:18]([C:19]4[CH:24]=[CH:23][CH:22]=[CH:21][C:20]=4[O:25][CH3:26])=[N:17][NH:16][C:13]3=[N:14][CH:15]=2)[CH:5]=1. The catalyst class is: 4. (3) Reactant: [Cl:1][C:2]1[N:10]=[C:9]2[C:5]([N:6]=[CH:7][N:8]2[C@@H:11]2[CH2:15][C@H:14]([N:16](C(OC(C)(C)C)=O)C(OC(C)(C)C)=O)[C@@H:13]([OH:31])[C@H:12]2[OH:32])=[C:4]([NH:33][CH2:34][CH:35]([C:42]2[CH:47]=[CH:46][CH:45]=[CH:44][CH:43]=2)[C:36]2[CH:41]=[CH:40][CH:39]=[CH:38][CH:37]=2)[N:3]=1.[C:48]([OH:54])([C:50]([F:53])([F:52])[F:51])=[O:49]. Product: [F:51][C:50]([F:53])([F:52])[C:48]([OH:54])=[O:49].[NH2:16][C@H:14]1[CH2:15][C@@H:11]([N:8]2[CH:7]=[N:6][C:5]3[C:9]2=[N:10][C:2]([Cl:1])=[N:3][C:4]=3[NH:33][CH2:34][CH:35]([C:42]2[CH:43]=[CH:44][CH:45]=[CH:46][CH:47]=2)[C:36]2[CH:41]=[CH:40][CH:39]=[CH:38][CH:37]=2)[C@H:12]([OH:32])[C@@H:13]1[OH:31]. The catalyst class is: 4. (4) Product: [ClH:21].[Cl:21][C:18]1[CH:19]=[CH:20][C:15]([CH2:14][N:10]2[C:11]3[C:12](=[O:13])[N:4]([CH2:3][CH2:2][N:37]([CH3:38])[CH3:36])[C:5](=[O:35])[N:6]([CH3:34])[C:7]=3[N:8]=[C:9]2[O:22][C:23]2[CH:28]=[CH:27][CH:26]=[C:25]([O:29][C:30]([F:33])([F:32])[F:31])[CH:24]=2)=[CH:16][CH:17]=1. The catalyst class is: 84. Reactant: Br[CH2:2][CH2:3][N:4]1[C:12](=[O:13])[C:11]2[N:10]([CH2:14][C:15]3[CH:20]=[CH:19][C:18]([Cl:21])=[CH:17][CH:16]=3)[C:9]([O:22][C:23]3[CH:28]=[CH:27][CH:26]=[C:25]([O:29][C:30]([F:33])([F:32])[F:31])[CH:24]=3)=[N:8][C:7]=2[N:6]([CH3:34])[C:5]1=[O:35].[CH3:36][NH:37][CH3:38].